Dataset: Reaction yield outcomes from USPTO patents with 853,638 reactions. Task: Predict the reaction yield, written as a fraction of the theoretical maximum amount of product (1.0 means a 100% yield; for example, 0.34 means a 34% yield). The catalyst is C(Cl)Cl. The reactants are [Cl:1][C:2]1[CH:7]=[CH:6][C:5]([S:8]([N:11]=[C:12]=[O:13])(=[O:10])=[O:9])=[CH:4][CH:3]=1.[NH2:14][C:15]1[CH:20]=[C:19]([Br:21])[CH:18]=[CH:17][N:16]=1. The yield is 0.410. The product is [Br:21][C:19]1[CH:18]=[CH:17][N:16]=[C:15]([NH:14][C:12]([NH:11][S:8]([C:5]2[CH:4]=[CH:3][C:2]([Cl:1])=[CH:7][CH:6]=2)(=[O:9])=[O:10])=[O:13])[CH:20]=1.